This data is from Full USPTO retrosynthesis dataset with 1.9M reactions from patents (1976-2016). The task is: Predict the reactants needed to synthesize the given product. (1) Given the product [CH3:33][O:34][CH2:35][CH2:36][CH2:37][NH:38][S:27]([NH:30][C:31](=[O:32])[O:25][CH2:24][C:14]1[CH:15]=[CH:16][C:17]([O:19][CH2:20][CH2:21][O:22][CH3:23])=[CH:18][C:13]=1[O:12][C:3]1[C:2]([Cl:1])=[CH:7][C:6]([C:8]([F:9])([F:11])[F:10])=[CH:5][N:4]=1)(=[O:29])=[O:28], predict the reactants needed to synthesize it. The reactants are: [Cl:1][C:2]1[C:3]([O:12][C:13]2[CH:18]=[C:17]([O:19][CH2:20][CH2:21][O:22][CH3:23])[CH:16]=[CH:15][C:14]=2[CH2:24][OH:25])=[N:4][CH:5]=[C:6]([C:8]([F:11])([F:10])[F:9])[CH:7]=1.Cl[S:27]([N:30]=[C:31]=[O:32])(=[O:29])=[O:28].[CH3:33][O:34][CH2:35][CH2:36][CH2:37][NH2:38].Cl. (2) Given the product [C:22]([C:24]1[CH:29]=[CH:28][C:27]([C:2]#[C:1][C:3]2[CH:4]=[N:5][CH:6]=[C:7]([CH:20]=2)[C:8]([N:10]=[S@@:11]([CH3:19])(=[O:18])[C:12]2[CH:13]=[CH:14][CH:15]=[CH:16][CH:17]=2)=[O:9])=[CH:26][CH:25]=1)(=[O:23])[CH3:21], predict the reactants needed to synthesize it. The reactants are: [C:1]([C:3]1[CH:4]=[N:5][CH:6]=[C:7]([CH:20]=1)[C:8]([N:10]=[S@@:11]([CH3:19])(=[O:18])[C:12]1[CH:17]=[CH:16][CH:15]=[CH:14][CH:13]=1)=[O:9])#[CH:2].[CH3:21][C:22]([C:24]1[CH:29]=[CH:28][C:27](I)=[CH:26][CH:25]=1)=[O:23]. (3) Given the product [CH2:1]([O:8][C@@H:9]1[C@@H:15]([O:16][CH2:17][C:18]2[CH:23]=[CH:22][CH:21]=[CH:20][CH:19]=2)[C@H:14]([O:24][CH2:25][C:26]2[CH:27]=[CH:28][CH:29]=[CH:30][CH:31]=2)[C@@H:13]([CH2:32][O:33][CH2:34][C:35]2[CH:36]=[CH:37][CH:38]=[CH:39][CH:40]=2)[O:12][CH:10]1[O:11][CH2:47][C:46]([OH:49])=[O:45])[C:2]1[CH:3]=[CH:4][CH:5]=[CH:6][CH:7]=1, predict the reactants needed to synthesize it. The reactants are: [CH2:1]([O:8][C@@H:9]1[C@@H:15]([O:16][CH2:17][C:18]2[CH:23]=[CH:22][CH:21]=[CH:20][CH:19]=2)[C@H:14]([O:24][CH2:25][C:26]2[CH:31]=[CH:30][CH:29]=[CH:28][CH:27]=2)[C@@H:13]([CH2:32][O:33][CH2:34][C:35]2[CH:40]=[CH:39][CH:38]=[CH:37][CH:36]=2)[O:12][CH:10]1[OH:11])[C:2]1[CH:7]=[CH:6][CH:5]=[CH:4][CH:3]=1.C([O:45][C:46](=[O:49])[CH2:47]Br)(C)(C)C. (4) Given the product [CH2:1]([NH:5][C:6]([N:33]1[CH2:32][CH2:31][CH:30]([C:17]2[CH:18]=[CH:19][C:20]([O:22][CH2:23][C:24]3[CH:29]=[CH:28][CH:27]=[CH:26][CH:25]=3)=[CH:21][C:16]=2[O:15][CH2:8][C:9]2[CH:14]=[CH:13][CH:12]=[CH:11][CH:10]=2)[CH2:35][CH2:34]1)=[O:7])[CH2:2][CH2:3][CH3:4], predict the reactants needed to synthesize it. The reactants are: [CH2:1]([N:5]=[C:6]=[O:7])[CH2:2][CH2:3][CH3:4].[CH2:8]([O:15][C:16]1[CH:21]=[C:20]([O:22][CH2:23][C:24]2[CH:29]=[CH:28][CH:27]=[CH:26][CH:25]=2)[CH:19]=[CH:18][C:17]=1[CH:30]1[CH2:35][CH2:34][NH:33][CH2:32][CH2:31]1)[C:9]1[CH:14]=[CH:13][CH:12]=[CH:11][CH:10]=1. (5) Given the product [Cl:41][C:12]1[N:11]2[N:14]=[CH:15][C:16]([C:17]([O:19][CH2:20][CH3:21])=[O:18])=[C:10]2[N:9]=[C:8]([CH3:22])[C:7]=1[CH2:6][C:5]1[CH:23]=[CH:24][C:2]([F:1])=[C:3]([O:25][C:26]([F:29])([F:28])[F:27])[CH:4]=1, predict the reactants needed to synthesize it. The reactants are: [F:1][C:2]1[CH:24]=[CH:23][C:5]([CH2:6][C:7]2[C:8]([CH3:22])=[N:9][C:10]3[N:11]([N:14]=[CH:15][C:16]=3[C:17]([O:19][CH2:20][CH3:21])=[O:18])[C:12]=2O)=[CH:4][C:3]=1[O:25][C:26]([F:29])([F:28])[F:27].CN(C)C1C=CC=CC=1.P(Cl)(Cl)([Cl:41])=O. (6) Given the product [F:33][C:27]1[CH:28]=[C:29]([OH:32])[CH:30]=[CH:31][C:26]=1[C:24]1[N:23]=[C:22]2[NH:34][N:35]=[C:36]([CH3:37])[C:21]2=[C:20]([CH2:19][N:14]2[CH2:15][C:16]([CH3:17])([CH3:18])[N:11]([CH2:10][CH2:9][OH:8])[CH2:12][C:13]2([CH3:39])[CH3:38])[CH:25]=1, predict the reactants needed to synthesize it. The reactants are: C([O:8][CH2:9][CH2:10][N:11]1[C:16]([CH3:18])([CH3:17])[CH2:15][N:14]([CH2:19][C:20]2[CH:25]=[C:24]([C:26]3[CH:31]=[CH:30][C:29]([OH:32])=[CH:28][C:27]=3[F:33])[N:23]=[C:22]3[NH:34][N:35]=[C:36]([CH3:37])[C:21]=23)[C:13]([CH3:39])([CH3:38])[CH2:12]1)C1C=CC=CC=1. (7) The reactants are: [CH3:1][C:2]1([CH3:16])[CH2:14][C:13](=[O:15])[C:12]2[C:11]3[C:6](=[CH:7][CH:8]=[CH:9][CH:10]=3)[NH:5][C:4]=2[CH2:3]1.Br[CH2:18][CH2:19][CH2:20][CH2:21][CH2:22][CH2:23][C:24]([O:26][CH2:27]C)=[O:25].[H-].[Na+]. Given the product [CH3:1][C:2]1([CH3:16])[CH2:14][C:13](=[O:15])[C:12]2[C:11]3[C:6](=[CH:7][CH:8]=[CH:9][CH:10]=3)[N:5]([CH2:18][CH2:19][CH2:20][CH2:21][CH2:22][CH2:23][C:24]([O:26][CH3:27])=[O:25])[C:4]=2[CH2:3]1, predict the reactants needed to synthesize it.